From a dataset of Peptide-MHC class II binding affinity with 134,281 pairs from IEDB. Regression. Given a peptide amino acid sequence and an MHC pseudo amino acid sequence, predict their binding affinity value. This is MHC class II binding data. (1) The peptide sequence is AEAVKKFGYELEALA. The MHC is HLA-DPA10301-DPB10402 with pseudo-sequence HLA-DPA10301-DPB10402. The binding affinity (normalized) is 0.817. (2) The peptide sequence is AAATAGTTVYGADAA. The MHC is HLA-DPA10103-DPB10601 with pseudo-sequence HLA-DPA10103-DPB10601. The binding affinity (normalized) is 0. (3) The peptide sequence is KKDNQVAYLIIGILTLV. The MHC is DRB3_0202 with pseudo-sequence DRB3_0202. The binding affinity (normalized) is 0.